Predict the product of the given reaction. From a dataset of Forward reaction prediction with 1.9M reactions from USPTO patents (1976-2016). (1) Given the reactants [Si]([O:18][C:19]1[CH:49]=[CH:48][C:22]([O:23][CH2:24][C@@H:25]([OH:47])[CH2:26][NH:27][CH2:28][CH2:29][C:30]2[CH:35]=[CH:34][C:33]([S:36][CH2:37][C:38]3[N:42]=[C:41]([C:43]([CH3:46])([CH3:45])[CH3:44])[O:40][N:39]=3)=[CH:32][CH:31]=2)=[CH:21][CH:20]=1)(C(C)(C)C)(C1C=CC=CC=1)C1C=CC=CC=1.CCCC[N+](CCCC)(CCCC)CCCC.[F-], predict the reaction product. The product is: [C:43]([C:41]1[O:40][N:39]=[C:38]([CH2:37][S:36][C:33]2[CH:32]=[CH:31][C:30]([CH2:29][CH2:28][NH:27][CH2:26][C@H:25]([OH:47])[CH2:24][O:23][C:22]3[CH:48]=[CH:49][C:19]([OH:18])=[CH:20][CH:21]=3)=[CH:35][CH:34]=2)[N:42]=1)([CH3:46])([CH3:44])[CH3:45]. (2) Given the reactants [CH2:1]([O:3][C:4](=[O:20])[C:5](=[CH:16][N:17](C)[CH3:18])[C:6](=O)[CH:7]([C:9]1[CH:14]=[CH:13][CH:12]=[CH:11][CH:10]=1)[CH3:8])[CH3:2].C(O)C.C[NH:25]N.C(N(CC)CC)C, predict the reaction product. The product is: [CH3:18][N:17]1[CH:16]=[C:5]([C:4]([O:3][CH2:1][CH3:2])=[O:20])[C:6]([CH:7]([C:9]2[CH:14]=[CH:13][CH:12]=[CH:11][CH:10]=2)[CH3:8])=[N:25]1. (3) Given the reactants [NH2:1][C:2]1[CH:7]=[C:6]([C:8]([F:11])([F:10])[F:9])[CH:5]=[CH:4][C:3]=1[OH:12].[Cl:13][C:14]1[CH:22]=[N:21][CH:20]=[CH:19][C:15]=1[C:16](O)=[O:17].CCN=C=NCCCN(C)C, predict the reaction product. The product is: [Cl:13][C:14]1[CH:22]=[N:21][CH:20]=[CH:19][C:15]=1[C:16]([NH:1][C:2]1[CH:7]=[C:6]([C:8]([F:9])([F:10])[F:11])[CH:5]=[CH:4][C:3]=1[OH:12])=[O:17]. (4) Given the reactants [C:1]([O:5][C:6]([NH:8][CH:9]([C:11]1[CH:12]=[C:13](OS(C(F)(F)F)(=O)=O)[CH:14]=[CH:15][CH:16]=1)[CH3:10])=[O:7])([CH3:4])([CH3:3])[CH3:2].[NH:25]1[CH2:30][CH2:29][O:28][CH2:27][CH2:26]1.P([O-])([O-])([O-])=O.[K+].[K+].[K+], predict the reaction product. The product is: [C:1]([O:5][C:6](=[O:7])[NH:8][CH:9]([C:11]1[CH:16]=[CH:15][CH:14]=[C:13]([N:25]2[CH2:30][CH2:29][O:28][CH2:27][CH2:26]2)[CH:12]=1)[CH3:10])([CH3:4])([CH3:3])[CH3:2].